Predict the reactants needed to synthesize the given product. From a dataset of Full USPTO retrosynthesis dataset with 1.9M reactions from patents (1976-2016). (1) Given the product [NH:1]1[C:5]2[CH:6]=[CH:7][CH:8]=[C:9]([CH2:10][OH:11])[C:4]=2[N:3]=[CH:2]1, predict the reactants needed to synthesize it. The reactants are: [NH:1]1[C:5]2[CH:6]=[CH:7][CH:8]=[C:9]([C:10](OCC)=[O:11])[C:4]=2[N:3]=[CH:2]1.[H-].[H-].[H-].[H-].[Li+].[Al+3]. (2) Given the product [C:1]([CH:3]1[CH2:8][CH2:7][N:6]([C:9]([N:11]2[CH2:16][CH:15]([C:17]3[CH:22]=[CH:21][C:20]([O:23][C:24]([F:25])([F:26])[F:27])=[CH:19][CH:18]=3)[CH2:14][CH:13]([C:28]([OH:30])=[O:29])[CH2:12]2)=[O:10])[CH2:5][CH2:4]1)#[N:2], predict the reactants needed to synthesize it. The reactants are: [C:1]([CH:3]1[CH2:8][CH2:7][N:6]([C:9]([N:11]2[CH2:16][CH:15]([C:17]3[CH:22]=[CH:21][C:20]([O:23][C:24]([F:27])([F:26])[F:25])=[CH:19][CH:18]=3)[CH2:14][CH:13]([C:28]([O:30]C)=[O:29])[CH2:12]2)=[O:10])[CH2:5][CH2:4]1)#[N:2].CC(C)([O-])C.[K+].